The task is: Predict the reactants needed to synthesize the given product.. This data is from Full USPTO retrosynthesis dataset with 1.9M reactions from patents (1976-2016). (1) Given the product [CH2:6]([O:5][C:3](=[O:4])[C:2]([S:15][C:11]([CH3:12])([CH3:10])[CH2:13][CH3:14])([CH3:9])[CH3:8])[CH3:7], predict the reactants needed to synthesize it. The reactants are: Br[C:2]([CH3:9])([CH3:8])[C:3]([O:5][CH2:6][CH3:7])=[O:4].[CH3:10][C:11]([SH:15])([CH2:13][CH3:14])[CH3:12].[OH-].[K+]. (2) Given the product [Br:1][C:2]1[N:10]=[CH:9][N:8]=[C:7]2[C:3]=1[N:4]=[CH:5][N:6]2[CH2:18][C:19]1[CH:24]=[CH:23][C:22]([O:25][CH3:26])=[CH:21][CH:20]=1, predict the reactants needed to synthesize it. The reactants are: [Br:1][C:2]1[N:10]=[CH:9][N:8]=[C:7]2[C:3]=1[N:4]=[CH:5][NH:6]2.C(=O)([O-])[O-].[K+].[K+].Cl[CH2:18][C:19]1[CH:24]=[CH:23][C:22]([O:25][CH3:26])=[CH:21][CH:20]=1. (3) Given the product [O:4]1[C:8]2=[C:9]([N:13]3[CH2:18][CH2:17][N:16]([CH2:19][CH2:20][C@H:21]4[CH2:26][CH2:25][C@H:24]([NH:27][C:32](=[O:33])[CH2:31][CH:30]([O:36][CH3:37])[O:29][CH3:28])[CH2:23][CH2:22]4)[CH2:15][CH2:14]3)[N:10]=[CH:11][CH:12]=[C:7]2[CH2:6][CH2:5]1, predict the reactants needed to synthesize it. The reactants are: Cl.Cl.Cl.[O:4]1[C:8]2=[C:9]([N:13]3[CH2:18][CH2:17][N:16]([CH2:19][CH2:20][C@H:21]4[CH2:26][CH2:25][C@H:24]([NH2:27])[CH2:23][CH2:22]4)[CH2:15][CH2:14]3)[N:10]=[CH:11][CH:12]=[C:7]2[CH2:6][CH2:5]1.[CH3:28][O:29][CH:30]([O:36][CH3:37])[CH2:31][C:32](OC)=[O:33].